This data is from Forward reaction prediction with 1.9M reactions from USPTO patents (1976-2016). The task is: Predict the product of the given reaction. (1) Given the reactants [Cl:1][C:2]1[CH:7]=[C:6]([C:8]([F:11])([F:10])[F:9])[CH:5]=[C:4]([Cl:12])[C:3]=1[N:13]1[C:17]([NH:18][CH2:19][CH2:20][CH2:21][S:22][CH2:23][CH3:24])=[C:16]([S:25]([C:28]([F:31])([F:30])[F:29])(=[O:27])=[O:26])[C:15]([C:32]#[N:33])=[N:14]1.[H-].[Na+].I[CH3:37].[Cl-].[NH4+], predict the reaction product. The product is: [Cl:12][C:4]1[CH:5]=[C:6]([C:8]([F:11])([F:10])[F:9])[CH:7]=[C:2]([Cl:1])[C:3]=1[N:13]1[C:17]([N:18]([CH2:19][CH2:20][CH2:21][S:22][CH2:23][CH3:24])[CH3:37])=[C:16]([S:25]([C:28]([F:31])([F:30])[F:29])(=[O:26])=[O:27])[C:15]([C:32]#[N:33])=[N:14]1. (2) Given the reactants [CH3:1][C:2]1[C:3]([CH3:27])=[CH:4][C:5]2[N:14]([CH2:15][CH2:16][CH:17]3[CH2:22][CH2:21][CH2:20][C:19](=[O:23])[O:18]3)[C:13]3[C:8]([C:9](=[O:25])[NH:10][C:11](=[O:24])[N:12]=3)=[N:7][C:6]=2[CH:26]=1.[OH-:28].[K+:29], predict the reaction product. The product is: [CH3:1][C:2]1[C:3]([CH3:27])=[CH:4][C:5]2[N:14]([CH2:15][CH2:16][CH:17]([OH:28])[CH2:22][CH2:21][CH2:20][C:19]([O-:18])=[O:23])[C:13]3[C:8]([C:9](=[O:25])[NH:10][C:11](=[O:24])[N:12]=3)=[N:7][C:6]=2[CH:26]=1.[K+:29].